From a dataset of Catalyst prediction with 721,799 reactions and 888 catalyst types from USPTO. Predict which catalyst facilitates the given reaction. (1) Reactant: Cl[C:2]1[C:3]([NH2:9])=[N:4][CH:5]=[C:6]([CH3:8])[N:7]=1.[CH:10]1([O:16][C:17]2[N:22]=[CH:21][C:20](B(O)O)=[CH:19][CH:18]=2)[CH2:15][CH2:14][CH2:13][CH2:12][CH2:11]1.C(=O)([O-])[O-].[Na+].[Na+].CCOC(C)=O. Product: [CH:10]1([O:16][C:17]2[N:22]=[CH:21][C:20]([C:2]3[C:3]([NH2:9])=[N:4][CH:5]=[C:6]([CH3:8])[N:7]=3)=[CH:19][CH:18]=2)[CH2:15][CH2:14][CH2:13][CH2:12][CH2:11]1. The catalyst class is: 108. (2) Reactant: Cl.[F:2][C:3]1[CH:8]=[C:7]([S:9]([CH3:12])(=[O:11])=[O:10])[CH:6]=[C:5]([F:13])[C:4]=1[NH:14][C@H:15]1[CH2:20][CH2:19][CH2:18][N:17]([CH:21]2[CH2:26][CH2:25][NH:24][CH2:23][CH2:22]2)[C:16]1=[O:27].[Cl:28][C:29]1[CH:34]=[N:33][C:32](Cl)=[CH:31][N:30]=1.CCN(C(C)C)C(C)C. Product: [Cl:28][C:29]1[N:30]=[CH:31][C:32]([N:24]2[CH2:23][CH2:22][CH:21]([N:17]3[CH2:18][CH2:19][CH2:20][C@H:15]([NH:14][C:4]4[C:3]([F:2])=[CH:8][C:7]([S:9]([CH3:12])(=[O:11])=[O:10])=[CH:6][C:5]=4[F:13])[C:16]3=[O:27])[CH2:26][CH2:25]2)=[N:33][CH:34]=1. The catalyst class is: 3. (3) Reactant: C[O:2][C:3](=[O:17])[C:4]([C@H:7]1[CH2:12][CH2:11][C@H:10]([NH:13][C:14](=[O:16])[CH3:15])[CH2:9][CH2:8]1)([CH3:6])[CH3:5].[OH-].[Li+].Cl. Product: [C:14]([NH:13][C@H:10]1[CH2:11][CH2:12][C@H:7]([C:4]([CH3:6])([CH3:5])[C:3]([OH:17])=[O:2])[CH2:8][CH2:9]1)(=[O:16])[CH3:15]. The catalyst class is: 5.